From a dataset of NCI-60 drug combinations with 297,098 pairs across 59 cell lines. Regression. Given two drug SMILES strings and cell line genomic features, predict the synergy score measuring deviation from expected non-interaction effect. Drug 1: C1CCN(CC1)CCOC2=CC=C(C=C2)C(=O)C3=C(SC4=C3C=CC(=C4)O)C5=CC=C(C=C5)O. Drug 2: CC(C)(C#N)C1=CC(=CC(=C1)CN2C=NC=N2)C(C)(C)C#N. Cell line: NCIH23. Synergy scores: CSS=-4.20, Synergy_ZIP=1.54, Synergy_Bliss=-0.967, Synergy_Loewe=-6.36, Synergy_HSA=-6.36.